From a dataset of Forward reaction prediction with 1.9M reactions from USPTO patents (1976-2016). Predict the product of the given reaction. (1) Given the reactants [CH3:1][O:2][C:3]1[CH:8]=[CH:7][C:6]([NH:9][C:10]([C@:12]2([CH3:15])[CH2:14][O:13]2)=[O:11])=[CH:5][CH:4]=1.C1COCC1.[CH3:21][O:22][C:23]1[CH:28]=[CH:27][C:26]([Mg]Br)=[CH:25][CH:24]=1, predict the reaction product. The product is: [OH:13][C@@:12]([CH3:15])([CH2:14][C:26]1[CH:27]=[CH:28][C:23]([O:22][CH3:21])=[CH:24][CH:25]=1)[C:10]([NH:9][C:6]1[CH:7]=[CH:8][C:3]([O:2][CH3:1])=[CH:4][CH:5]=1)=[O:11]. (2) Given the reactants [F:1][C:2]1[CH:7]=[CH:6][C:5]([N:8]2[CH2:13][CH2:12][N:11]([C:14]3[NH:19][C:18](=[O:20])[NH:17][C:16](=[O:21])[N:15]=3)[CH2:10][CH2:9]2)=[CH:4][CH:3]=1.[H-].[Li+].[Cl:24][C:25]1[CH:32]=[CH:31][C:28]([CH2:29]Cl)=[CH:27][CH:26]=1.[I-].[Na+], predict the reaction product. The product is: [Cl:24][C:25]1[CH:32]=[CH:31][C:28]([CH2:29][N:17]2[C:18](=[O:20])[N:19]=[C:14]([N:11]3[CH2:12][CH2:13][N:8]([C:5]4[CH:6]=[CH:7][C:2]([F:1])=[CH:3][CH:4]=4)[CH2:9][CH2:10]3)[NH:15][C:16]2=[O:21])=[CH:27][CH:26]=1. (3) Given the reactants Cl.[Cl:2][C:3]1[CH:4]=[C:5]([CH:18]=[CH:19][C:20]=1[F:21])[NH:6][C:7]1[C:16]2[C:11](=[CH:12][CH:13]=[CH:14][C:15]=2F)[N:10]=[CH:9][N:8]=1.[OH:22][CH:23]1[CH2:27][CH2:26][N:25]([CH3:28])[CH2:24]1, predict the reaction product. The product is: [Cl:2][C:3]1[CH:4]=[C:5]([CH:18]=[CH:19][C:20]=1[F:21])[NH:6][C:7]1[C:16]2[C:11](=[CH:12][CH:13]=[CH:14][C:15]=2[O:22][CH:23]2[CH2:27][CH2:26][N:25]([CH3:28])[CH2:24]2)[N:10]=[CH:9][N:8]=1. (4) Given the reactants [N:1]1[C:10]2[NH:9][CH2:8][CH2:7][CH2:6][C:5]=2[CH:4]=[CH:3][C:2]=1[C:11]#[N:12].[Br:13]N1C(=O)CCC1=O, predict the reaction product. The product is: [Br:13][C:3]1[C:2]([C:11]#[N:12])=[N:1][C:10]2[NH:9][CH2:8][CH2:7][CH2:6][C:5]=2[CH:4]=1. (5) Given the reactants [OH:1][N:2]1[C:10]2[C:5](=[N:6][CH:7]=[C:8]([C:11]3[CH:12]=[N:13][N:14]([CH:16]4[CH2:21][CH2:20][N:19](C(OC(C)(C)C)=O)[CH2:18][CH2:17]4)[CH:15]=3)[CH:9]=2)[CH:4]=[CH:3]1.Br[CH2:30][C:31]1[CH:36]=[CH:35][C:34]([O:37][C:38]([F:41])([F:40])[F:39])=[CH:33][CH:32]=1, predict the reaction product. The product is: [NH:19]1[CH2:18][CH2:17][CH:16]([N:14]2[CH:15]=[C:11]([C:8]3[CH:9]=[C:10]4[N:2]([O:1][CH2:30][C:31]5[CH:36]=[CH:35][C:34]([O:37][C:38]([F:39])([F:40])[F:41])=[CH:33][CH:32]=5)[CH:3]=[CH:4][C:5]4=[N:6][CH:7]=3)[CH:12]=[N:13]2)[CH2:21][CH2:20]1. (6) Given the reactants O[CH2:2][N:3]([CH2:9][CH:10]1[CH2:15][CH2:14][CH:13]=[CH:12][CH2:11]1)[C:4](=[O:8])[O:5][CH2:6][CH3:7].B(F)(F)F.CCOCC, predict the reaction product. The product is: [CH:10]12[CH2:15][CH:14]([CH:13]=[CH:12][CH2:11]1)[CH2:2][N:3]([C:4]([O:5][CH2:6][CH3:7])=[O:8])[CH2:9]2. (7) Given the reactants [Cl:1][C:2]1[CH:3]=[C:4]([CH:6]=[CH:7][C:8]=1[CH3:9])[NH2:5].N1C=CC=CC=1.[C:16](OC(=O)C)(=[O:18])[CH3:17].Cl, predict the reaction product. The product is: [Cl:1][C:2]1[CH:3]=[C:4]([NH:5][C:16](=[O:18])[CH3:17])[CH:6]=[CH:7][C:8]=1[CH3:9].